From a dataset of Full USPTO retrosynthesis dataset with 1.9M reactions from patents (1976-2016). Predict the reactants needed to synthesize the given product. (1) Given the product [F:11][C:12]([F:23])([CH2:15][CH2:16][C:17]1[CH:22]=[CH:21][CH:20]=[CH:19][CH:18]=1)[CH2:13][N:32]1[CH2:36][CH2:35][C@H:34]([S:37][C:38]2[CH:43]=[CH:42][C:41]([OH:44])=[CH:40][CH:39]=2)[CH2:33]1, predict the reactants needed to synthesize it. The reactants are: C(Cl)(=O)C(Cl)=O.CS(C)=O.[F:11][C:12]([F:23])([CH2:15][CH2:16][C:17]1[CH:22]=[CH:21][CH:20]=[CH:19][CH:18]=1)[CH2:13]O.C(N(CC)CC)C.Br.[NH:32]1[CH2:36][CH2:35][C@H:34]([S:37][C:38]2[CH:43]=[CH:42][C:41]([OH:44])=[CH:40][CH:39]=2)[CH2:33]1.C(O[BH-](OC(=O)C)OC(=O)C)(=O)C.[Na+]. (2) Given the product [CH2:29]([O:28][C:26]([C:7]1[C:16]2[C:11](=[CH:12][C:13]([CH3:17])=[CH:14][CH:15]=2)[O:10][C:9](=[O:18])[CH:8]=1)=[CH2:27])[CH3:30], predict the reactants needed to synthesize it. The reactants are: FC(F)(F)S(O[C:7]1[C:16]2[C:11](=[CH:12][C:13]([CH3:17])=[CH:14][CH:15]=2)[O:10][C:9](=[O:18])[CH:8]=1)(=O)=O.C([Sn](CCCC)(CCCC)[C:26]([O:28][CH2:29][CH3:30])=[CH2:27])CCC.[Cl-].[Li+]. (3) Given the product [CH3:1][C:2]1[CH:7]=[C:6]([C:8]2[S:12][C:11]([N:13]3[CH2:19][CH2:18][CH2:17][NH:16][C:15](=[O:20])[CH2:14]3)=[N:10][CH:9]=2)[CH:5]=[C:4]([NH:21][C:22]2[N:27]=[C:26]([O:28][C@@H:29]3[CH2:33][CH2:32][NH:31][CH2:30]3)[CH:25]=[CH:24][N:23]=2)[CH:3]=1, predict the reactants needed to synthesize it. The reactants are: [CH3:1][C:2]1[CH:3]=[C:4]([NH:21][C:22]2[N:27]=[C:26]([O:28][C@@H:29]3[CH2:33][CH2:32][N:31](C(OC(C)(C)C)=O)[CH2:30]3)[CH:25]=[CH:24][N:23]=2)[CH:5]=[C:6]([C:8]2[S:12][C:11]([N:13]3[CH2:19][CH2:18][CH2:17][NH:16][C:15](=[O:20])[CH2:14]3)=[N:10][CH:9]=2)[CH:7]=1.FC(F)(F)C(O)=O.C(=O)(O)[O-].[Na+]. (4) The reactants are: C[O:2][C:3](=O)[C:4]([CH3:42])([CH3:41])[CH2:5][C@H:6]1[C@@:10]([C:13]2[CH:18]=[CH:17][C:16]([Cl:19])=[CH:15][C:14]=2[F:20])([C:11]#[N:12])[C@@H:9]([C:21]2[CH:26]=[CH:25][CH:24]=[C:23]([Cl:27])[C:22]=2[F:28])[C@H:8]([C:29](=[O:40])[NH:30][CH2:31][CH2:32][C@H:33]2[CH2:37][O:36][C:35]([CH3:39])([CH3:38])[O:34]2)[NH:7]1.O[Li].O. Given the product [CH3:38][C:35]1([CH3:39])[O:34][C@@H:33]([CH2:32][CH2:31][NH:30][C:29]([CH:8]2[N:7]3[CH:6]([CH2:5][C:4]([CH3:41])([CH3:42])[C:3]3=[O:2])[C:10]([C:13]3[CH:18]=[CH:17][C:16]([Cl:19])=[CH:15][C:14]=3[F:20])([C:11]#[N:12])[CH:9]2[C:21]2[CH:26]=[CH:25][CH:24]=[C:23]([Cl:27])[C:22]=2[F:28])=[O:40])[CH2:37][O:36]1, predict the reactants needed to synthesize it.